Regression. Given two drug SMILES strings and cell line genomic features, predict the synergy score measuring deviation from expected non-interaction effect. From a dataset of NCI-60 drug combinations with 297,098 pairs across 59 cell lines. (1) Drug 1: C1=CC(=C2C(=C1NCCNCCO)C(=O)C3=C(C=CC(=C3C2=O)O)O)NCCNCCO. Drug 2: CCC1(CC2CC(C3=C(CCN(C2)C1)C4=CC=CC=C4N3)(C5=C(C=C6C(=C5)C78CCN9C7C(C=CC9)(C(C(C8N6C)(C(=O)OC)O)OC(=O)C)CC)OC)C(=O)OC)O.OS(=O)(=O)O. Cell line: U251. Synergy scores: CSS=57.7, Synergy_ZIP=-2.48, Synergy_Bliss=-4.02, Synergy_Loewe=-2.16, Synergy_HSA=-1.02. (2) Drug 1: CC1=C2C(C(=O)C3(C(CC4C(C3C(C(C2(C)C)(CC1OC(=O)C(C(C5=CC=CC=C5)NC(=O)C6=CC=CC=C6)O)O)OC(=O)C7=CC=CC=C7)(CO4)OC(=O)C)O)C)OC(=O)C. Drug 2: N.N.Cl[Pt+2]Cl. Cell line: HT29. Synergy scores: CSS=44.3, Synergy_ZIP=-6.67, Synergy_Bliss=0.268, Synergy_Loewe=-25.7, Synergy_HSA=-0.736. (3) Drug 1: CC1=C2C(C(=O)C3(C(CC4C(C3C(C(C2(C)C)(CC1OC(=O)C(C(C5=CC=CC=C5)NC(=O)OC(C)(C)C)O)O)OC(=O)C6=CC=CC=C6)(CO4)OC(=O)C)OC)C)OC. Drug 2: C1CC(C1)(C(=O)O)C(=O)O.[NH2-].[NH2-].[Pt+2]. Cell line: HOP-62. Synergy scores: CSS=44.0, Synergy_ZIP=-2.27, Synergy_Bliss=-4.89, Synergy_Loewe=-2.13, Synergy_HSA=0.178. (4) Drug 1: CC1=C2C(C(=O)C3(C(CC4C(C3C(C(C2(C)C)(CC1OC(=O)C(C(C5=CC=CC=C5)NC(=O)C6=CC=CC=C6)O)O)OC(=O)C7=CC=CC=C7)(CO4)OC(=O)C)O)C)OC(=O)C. Drug 2: CC1CCC2CC(C(=CC=CC=CC(CC(C(=O)C(C(C(=CC(C(=O)CC(OC(=O)C3CCCCN3C(=O)C(=O)C1(O2)O)C(C)CC4CCC(C(C4)OC)OCCO)C)C)O)OC)C)C)C)OC. Cell line: TK-10. Synergy scores: CSS=32.8, Synergy_ZIP=0.362, Synergy_Bliss=1.40, Synergy_Loewe=1.46, Synergy_HSA=4.36. (5) Drug 1: CCCS(=O)(=O)NC1=C(C(=C(C=C1)F)C(=O)C2=CNC3=C2C=C(C=N3)C4=CC=C(C=C4)Cl)F. Drug 2: CNC(=O)C1=NC=CC(=C1)OC2=CC=C(C=C2)NC(=O)NC3=CC(=C(C=C3)Cl)C(F)(F)F. Cell line: RXF 393. Synergy scores: CSS=19.4, Synergy_ZIP=-10.9, Synergy_Bliss=-7.49, Synergy_Loewe=-16.2, Synergy_HSA=-6.29. (6) Drug 1: COC1=CC(=CC(=C1O)OC)C2C3C(COC3=O)C(C4=CC5=C(C=C24)OCO5)OC6C(C(C7C(O6)COC(O7)C8=CC=CS8)O)O. Cell line: SW-620. Synergy scores: CSS=47.6, Synergy_ZIP=2.64, Synergy_Bliss=4.65, Synergy_Loewe=-4.35, Synergy_HSA=7.57. Drug 2: C1CN1P(=S)(N2CC2)N3CC3. (7) Drug 1: CNC(=O)C1=NC=CC(=C1)OC2=CC=C(C=C2)NC(=O)NC3=CC(=C(C=C3)Cl)C(F)(F)F. Drug 2: C#CCC(CC1=CN=C2C(=N1)C(=NC(=N2)N)N)C3=CC=C(C=C3)C(=O)NC(CCC(=O)O)C(=O)O. Cell line: COLO 205. Synergy scores: CSS=0.261, Synergy_ZIP=0.437, Synergy_Bliss=1.45, Synergy_Loewe=-1.17, Synergy_HSA=-1.48. (8) Drug 1: CC1C(C(CC(O1)OC2CC(OC(C2O)C)OC3=CC4=CC5=C(C(=O)C(C(C5)C(C(=O)C(C(C)O)O)OC)OC6CC(C(C(O6)C)O)OC7CC(C(C(O7)C)O)OC8CC(C(C(O8)C)O)(C)O)C(=C4C(=C3C)O)O)O)O. Drug 2: CCN(CC)CCCC(C)NC1=C2C=C(C=CC2=NC3=C1C=CC(=C3)Cl)OC. Cell line: NCI/ADR-RES. Synergy scores: CSS=28.8, Synergy_ZIP=-6.95, Synergy_Bliss=-1.08, Synergy_Loewe=1.07, Synergy_HSA=2.33. (9) Drug 1: C1=CC(=CC=C1C#N)C(C2=CC=C(C=C2)C#N)N3C=NC=N3. Drug 2: C1CC(C1)(C(=O)O)C(=O)O.[NH2-].[NH2-].[Pt+2]. Cell line: HCT-15. Synergy scores: CSS=2.55, Synergy_ZIP=-0.252, Synergy_Bliss=-2.68, Synergy_Loewe=-3.40, Synergy_HSA=-9.15.